From a dataset of Forward reaction prediction with 1.9M reactions from USPTO patents (1976-2016). Predict the product of the given reaction. The product is: [CH2:9]([O:11][C:12]([C:14]1[N:15]=[C:16]([Br:22])[N:17]([CH:19]([CH3:21])[CH3:20])[C:18]=1[CH:28]([C:27]1[CH:30]=[CH:31][C:24]([Cl:23])=[CH:25][CH:26]=1)[OH:29])=[O:13])[CH3:10]. Given the reactants [Li+].CC([N-]C(C)C)C.[CH2:9]([O:11][C:12]([C:14]1[N:15]=[C:16]([Br:22])[N:17]([CH:19]([CH3:21])[CH3:20])[CH:18]=1)=[O:13])[CH3:10].[Cl:23][C:24]1[CH:31]=[CH:30][C:27]([CH:28]=[O:29])=[CH:26][CH:25]=1.CCOCC.CCCCCC, predict the reaction product.